From a dataset of Forward reaction prediction with 1.9M reactions from USPTO patents (1976-2016). Predict the product of the given reaction. (1) Given the reactants [F:1][C:2]1[C:3]([C:14]2[C:22]3[C:17](=[CH:18][CH:19]=[CH:20][C:21]=3[F:23])[NH:16][N:15]=2)=[CH:4][C:5]([O:12][CH3:13])=[C:6]([CH:11]=1)[C:7]([O:9][CH3:10])=[O:8].Br[CH2:25][C:26]1[C:31]([CH:32]2[CH2:34][CH2:33]2)=[CH:30][CH:29]=[CH:28][C:27]=1[Cl:35].C([O-])([O-])=O.[Cs+].[Cs+], predict the reaction product. The product is: [Cl:35][C:27]1[CH:28]=[CH:29][CH:30]=[C:31]([CH:32]2[CH2:33][CH2:34]2)[C:26]=1[CH2:25][N:16]1[C:17]2[C:22](=[C:21]([F:23])[CH:20]=[CH:19][CH:18]=2)[C:14]([C:3]2[C:2]([F:1])=[CH:11][C:6]([C:7]([O:9][CH3:10])=[O:8])=[C:5]([O:12][CH3:13])[CH:4]=2)=[N:15]1. (2) Given the reactants Br[C:2]1[CH:7]=[CH:6][C:5]([S:8]([NH2:11])(=[O:10])=[O:9])=[CH:4][CH:3]=1.C([O-])(=O)C.[K+].[CH:17]12[CH2:22][CH:21]1[CH2:20][N:19]([C:23](=[O:37])[CH2:24][C:25]1[S:26][CH:27]=[C:28]([C:30]3[CH:35]=[CH:34][C:33]([Cl:36])=[CH:32][CH:31]=3)[N:29]=1)[CH2:18]2, predict the reaction product. The product is: [CH:17]12[CH2:22][CH:21]1[CH2:20][N:19]([C:23](=[O:37])[CH2:24][C:25]1[S:26][C:27]([C:2]3[CH:7]=[CH:6][C:5]([S:8]([NH2:11])(=[O:10])=[O:9])=[CH:4][CH:3]=3)=[C:28]([C:30]3[CH:35]=[CH:34][C:33]([Cl:36])=[CH:32][CH:31]=3)[N:29]=1)[CH2:18]2. (3) Given the reactants C(O)(C(F)(F)F)=O.[Cl:8][C:9]1[C:29]([NH:30][C:31](=[O:40])[C:32]2[CH:37]=[CH:36][CH:35]=[C:34]([C:38]#[N:39])[CH:33]=2)=[CH:28][CH:27]=[CH:26][C:10]=1[CH2:11][N:12]1[CH2:17][CH2:16][N:15](C(OC(C)(C)C)=O)[C@@H:14]([CH3:25])[CH2:13]1, predict the reaction product. The product is: [Cl:8][C:9]1[C:10]([CH2:11][N:12]2[CH2:17][CH2:16][NH:15][C@@H:14]([CH3:25])[CH2:13]2)=[CH:26][CH:27]=[CH:28][C:29]=1[NH:30][C:31](=[O:40])[C:32]1[CH:37]=[CH:36][CH:35]=[C:34]([C:38]#[N:39])[CH:33]=1. (4) Given the reactants [Cl:1][C:2]1[CH:8]=[C:7]([C:9]([F:12])([F:11])[F:10])[CH:6]=[CH:5][C:3]=1[NH2:4].N1([CH:22]=[O:23])C2C=CC=CC=2N=N1, predict the reaction product. The product is: [Cl:1][C:2]1[CH:8]=[C:7]([C:9]([F:10])([F:11])[F:12])[CH:6]=[CH:5][C:3]=1[NH:4][CH:22]=[O:23].